From a dataset of Reaction yield outcomes from USPTO patents with 853,638 reactions. Predict the reaction yield, written as a fraction of the theoretical maximum amount of product (1.0 means a 100% yield; for example, 0.34 means a 34% yield). (1) The reactants are [C:1](Cl)(=[O:5])C(Cl)=O.[Cl:7][C:8]1[CH:13]=[CH:12][C:11]([C:14]2[S:18][C:17]([C:19](O)=[O:20])=[C:16]([C:22]3[CH:27]=[CH:26][C:25]([S:28](=[O:31])(=[O:30])[NH2:29])=[CH:24][CH:23]=3)[C:15]=2[CH3:32])=[CH:10][CH:9]=1.[CH2:33]([N:35]([CH2:38]C)[CH2:36]C)C.[CH3:40][N:41](C=O)C. The catalyst is ClCCl. The product is [Cl:7][C:8]1[CH:9]=[CH:10][C:11]([C:14]2[S:18][C:17]([C:19]([N:41]([O:5][CH3:1])[CH3:40])=[O:20])=[C:16]([C:22]3[CH:27]=[CH:26][C:25]([S:28](=[O:31])(=[O:30])[N:29]=[CH:33][N:35]([CH3:38])[CH3:36])=[CH:24][CH:23]=3)[C:15]=2[CH3:32])=[CH:12][CH:13]=1. The yield is 0.860. (2) The product is [N+:20]([C:18]1[CH:17]=[CH:16][C:10]2[O:11][CH2:12][C@H:13]([CH2:15][OH:14])[O:8][C:9]=2[CH:19]=1)([O-:22])=[O:21]. The catalyst is [Pd].C(O)C. The reactants are C([O:8][C:9]1[CH:19]=[C:18]([N+:20]([O-:22])=[O:21])[CH:17]=[CH:16][C:10]=1[O:11][CH2:12][C@H:13]1[CH2:15][O:14]1)C1C=CC=CC=1.C(=O)(O)[O-].[Na+]. The yield is 0.700. (3) The reactants are [CH3:1][C:2]1[C:7]([C:8]#[N:9])=[CH:6][N:5]=[CH:4][CH:3]=1.[Li+].C[Si]([N-][Si](C)(C)C)(C)C.[CH3:20][O:21][C:22](=O)[O:23]C.[Cl-].[NH4+]. The catalyst is C1COCC1.C(OC(=O)C)C. The product is [CH3:20][O:21][C:22](=[O:23])[CH2:1][C:2]1[CH:3]=[CH:4][N:5]=[CH:6][C:7]=1[C:8]#[N:9]. The yield is 0.850. (4) The reactants are [N:1]1[C:10]2[C:5](=[CH:6][CH:7]=[CH:8][C:9]=2C(O)=O)[CH:4]=[CH:3][CH:2]=1.C([N:16]([CH2:19]C)CC)C.C1(P(N=[N+]=[N-])(C2C=CC=CC=2)=[O:28])C=CC=CC=1.[C:38]1([C:44]2([C:54]3[CH:59]=[CH:58][CH:57]=[CH:56][CH:55]=3)[CH:48]3[CH2:49][NH:50][CH2:51][CH2:52][N:47]3[C:46](=[O:53])[O:45]2)[CH:43]=[CH:42][CH:41]=[CH:40][CH:39]=1. The product is [O:53]=[C:46]1[N:47]2[CH2:52][CH2:51][N:50]([C:19]([NH:16][C:9]3[CH:8]=[CH:7][CH:6]=[C:5]4[C:10]=3[N:1]=[CH:2][CH:3]=[CH:4]4)=[O:28])[CH2:49][CH:48]2[C:44]([C:38]2[CH:43]=[CH:42][CH:41]=[CH:40][CH:39]=2)([C:54]2[CH:55]=[CH:56][CH:57]=[CH:58][CH:59]=2)[O:45]1. The catalyst is C1(C)C=CC=CC=1.C(OCC)(=O)C.O1CCCC1. The yield is 0.330. (5) The reactants are Cl[C:2]1[N:3]=[C:4]([N:15]2[CH2:20][CH2:19][O:18][CH2:17][CH2:16]2)[C:5]2[CH2:10][N:9]([C:11]([O:13][CH3:14])=[O:12])[CH2:8][C:6]=2[N:7]=1.[CH:21]1([NH:24][C:25]([NH:27][C:28]2[CH:33]=[CH:32][C:31](B3OC(C)(C)C(C)(C)O3)=[C:30]([F:43])[CH:29]=2)=[O:26])[CH2:23][CH2:22]1.ClCCl.C(=O)([O-])[O-].[Na+].[Na+]. The catalyst is C1C=CC(P(C2C=CC=CC=2)[C-]2C=CC=C2)=CC=1.C1C=CC(P(C2C=CC=CC=2)[C-]2C=CC=C2)=CC=1.Cl[Pd]Cl.[Fe+2].CCO.O.COCCOC. The product is [CH:21]1([NH:24][C:25](=[O:26])[NH:27][C:28]2[CH:33]=[CH:32][C:31]([C:2]3[N:3]=[C:4]([N:15]4[CH2:20][CH2:19][O:18][CH2:17][CH2:16]4)[C:5]4[CH2:10][N:9]([C:11]([O:13][CH3:14])=[O:12])[CH2:8][C:6]=4[N:7]=3)=[C:30]([F:43])[CH:29]=2)[CH2:22][CH2:23]1. The yield is 0.220. (6) The reactants are FC(F)(F)C(O)=O.[CH:8]1([O:12][C:13]2[CH:14]=[C:15]([F:28])[C:16]([F:27])=[C:17]([NH:19]C(=O)OC(C)(C)C)[CH:18]=2)[CH2:11][CH2:10][CH2:9]1.[Cl:29]CCl. No catalyst specified. The product is [ClH:29].[CH:8]1([O:12][C:13]2[CH:14]=[C:15]([F:28])[C:16]([F:27])=[C:17]([CH:18]=2)[NH2:19])[CH2:9][CH2:10][CH2:11]1. The yield is 0.890.